Predict the reactants needed to synthesize the given product. From a dataset of Full USPTO retrosynthesis dataset with 1.9M reactions from patents (1976-2016). (1) Given the product [NH2:24][C:6]1[CH:5]=[C:4]([C:2]([NH2:1])=[O:3])[CH:23]=[CH:22][C:7]=1[O:8][C@H:9]1[CH2:14][CH2:13][CH2:12][N:11]([C:15]([O:17][C:18]([CH3:21])([CH3:20])[CH3:19])=[O:16])[CH2:10]1, predict the reactants needed to synthesize it. The reactants are: [NH2:1][C:2]([C:4]1[CH:23]=[CH:22][C:7]([O:8][C@H:9]2[CH2:14][CH2:13][CH2:12][N:11]([C:15]([O:17][C:18]([CH3:21])([CH3:20])[CH3:19])=[O:16])[CH2:10]2)=[C:6]([N+:24]([O-])=O)[CH:5]=1)=[O:3].[H][H]. (2) The reactants are: [C:1]([N:4]1[C:13]2[C:8](=[CH:9][CH:10]=[CH:11][CH:12]=2)[NH:7][C:6](=[O:14])[CH2:5]1)(=[O:3])[CH3:2].[H-].[Na+].Br[CH2:18][CH:19]1[O:23][CH2:22][CH2:21][O:20]1.Cl. Given the product [C:1]([N:4]1[C:13]2[C:8](=[CH:9][CH:10]=[CH:11][CH:12]=2)[N:7]([CH2:18][CH:19]2[O:23][CH2:22][CH2:21][O:20]2)[C:6](=[O:14])[CH2:5]1)(=[O:3])[CH3:2], predict the reactants needed to synthesize it. (3) Given the product [Br:1][C:2]1[CH:8]=[CH:7][C:5]([NH:6][C:19](=[O:20])[O:18][C:15]([CH3:17])([CH3:16])[CH3:14])=[C:4]([N+:9]([O-:11])=[O:10])[CH:3]=1, predict the reactants needed to synthesize it. The reactants are: [Br:1][C:2]1[CH:8]=[CH:7][C:5]([NH2:6])=[C:4]([N+:9]([O-:11])=[O:10])[CH:3]=1.[H-].[Na+].[CH3:14][C:15]([O:18][C:19](O[C:19]([O:18][C:15]([CH3:17])([CH3:16])[CH3:14])=[O:20])=[O:20])([CH3:17])[CH3:16]. (4) The reactants are: Cl.C[O:3][C:4](=[O:11])[C@H:5]([CH2:7][C:8](=[O:10])[NH2:9])[NH2:6].C[N+]1(C2N=C(OC)N=C(OC)N=2)CCOCC1.[Cl-].Cl. Given the product [NH2:6][C@H:5]([C:4]([OH:11])=[O:3])[CH2:7][C:8](=[O:10])[NH2:9], predict the reactants needed to synthesize it. (5) Given the product [OH:29][C:27]1[CH:26]=[CH:25][C:24]2[C:20]([CH2:19][N:6]3[CH2:7][C@@H:2]4[CH2:8][C@H:5]3[CH2:4][N:3]4[C:9](=[O:11])[CH3:10])=[CH:21][O:22][C:23]=2[CH:28]=1, predict the reactants needed to synthesize it. The reactants are: Cl.[C@H:2]12[CH2:8][C@H:5]([NH:6][CH2:7]1)[CH2:4][N:3]2[C:9](=[O:11])[CH3:10].C([O-])([O-])=O.[K+].[K+].Cl[CH2:19][C:20]1[C:24]2[CH:25]=[CH:26][C:27]([O:29]C(=O)C)=[CH:28][C:23]=2[O:22][CH:21]=1.